Dataset: Forward reaction prediction with 1.9M reactions from USPTO patents (1976-2016). Task: Predict the product of the given reaction. (1) Given the reactants Cl[C:2]1[N:7]=[N:6][C:5]([O:8][CH3:9])=[C:4]([CH2:10][OH:11])[CH:3]=1.C(N(CC)CC)C.O.[C:20]([O:23][CH2:24]C)(=[O:22])C, predict the reaction product. The product is: [OH:11][CH2:10][C:4]1[CH:3]=[C:2]([C:20]([O:23][CH3:24])=[O:22])[N:7]=[N:6][C:5]=1[O:8][CH3:9]. (2) Given the reactants [Br:1][C:2]1[C:6]2[CH:7]=[N:8][CH:9]=[C:10]([F:11])[C:5]=2[NH:4][CH:3]=1.I[CH:13]([CH3:15])[CH3:14].C(=O)([O-])[O-].[K+].[K+], predict the reaction product. The product is: [Br:1][C:2]1[C:6]2[CH:7]=[N:8][CH:9]=[C:10]([F:11])[C:5]=2[N:4]([CH:13]([CH3:15])[CH3:14])[CH:3]=1. (3) Given the reactants [I:1]I.[CH2:3]([OH:13])[C:4]1[CH:12]=[CH:11][C:10]2[O:9][CH2:8][O:7][C:6]=2[CH:5]=1, predict the reaction product. The product is: [I:1][C:12]1[C:4]([CH2:3][OH:13])=[CH:5][C:6]2[O:7][CH2:8][O:9][C:10]=2[CH:11]=1. (4) Given the reactants Cl[C:2]1[N:7]=[CH:6][C:5]([B:8]([OH:10])[OH:9])=[CH:4][N:3]=1.[NH:11]1[CH2:16][CH2:15][CH2:14][C@H:13]([C:17]([OH:19])=[O:18])[CH2:12]1, predict the reaction product. The product is: [B:8]([C:5]1[CH:4]=[N:3][C:2]([N:11]2[CH2:16][CH2:15][CH2:14][C@H:13]([C:17]([OH:19])=[O:18])[CH2:12]2)=[N:7][CH:6]=1)([OH:10])[OH:9]. (5) Given the reactants [Br:1][C:2]1[C:7]([N+:8]([O-])=O)=[CH:6][CH:5]=[CH:4][C:3]=1[O:11][CH3:12], predict the reaction product. The product is: [Br:1][C:2]1[C:3]([O:11][CH3:12])=[CH:4][CH:5]=[CH:6][C:7]=1[NH2:8].